This data is from hERG Central: cardiac toxicity at 1µM, 10µM, and general inhibition. The task is: Predict hERG channel inhibition at various concentrations. (1) The drug is C=C[C@H]1CN2CC[C@H]1C[C@@H]2[C@@H](O)c1ccnc2ccccc12. Results: hERG_inhib (hERG inhibition (general)): blocker. (2) The compound is Cn1c(=O)c2c(nc(SCCN3CCOCC3)n2Cc2ccc(F)cc2)n(C)c1=O. Results: hERG_inhib (hERG inhibition (general)): blocker. (3) The drug is CCOC(=O)C1CCCN(C(=O)c2cc3c(-c4cccc(OC)c4)nn(C)c3s2)C1. Results: hERG_inhib (hERG inhibition (general)): blocker. (4) The compound is CCOC(=O)N1CCC(NC(=O)CS(=O)(=O)Cc2nc(-c3cccc(OC)c3)oc2C)CC1. Results: hERG_inhib (hERG inhibition (general)): blocker. (5) The molecule is COc1ccc(N2CCN(c3nc(NCCc4ccc(OC)c(OC)c4)nc(OC)n3)CC2)cc1. Results: hERG_inhib (hERG inhibition (general)): blocker. (6) The drug is COc1cccc(CC2(CO)CCCN(Cc3cn(C)c4ccccc34)C2)c1. Results: hERG_inhib (hERG inhibition (general)): blocker. (7) The compound is Cc1ccc(-n2nc3c(=O)n(CCCC(=O)NCc4ccc(F)cc4)nc(C)c3c2C)cc1. Results: hERG_inhib (hERG inhibition (general)): blocker. (8) The molecule is CN1CCc2c(sc(NC(=O)C3CCCN3S(=O)(=O)c3ccc(Cl)s3)c2C(N)=O)C1.Cl. Results: hERG_inhib (hERG inhibition (general)): blocker. (9) The drug is CCOc1cc(C)nc(N2CCN(C3CCCCC3)CC2)n1. Results: hERG_inhib (hERG inhibition (general)): blocker.